Dataset: Peptide-MHC class II binding affinity with 134,281 pairs from IEDB. Task: Regression. Given a peptide amino acid sequence and an MHC pseudo amino acid sequence, predict their binding affinity value. This is MHC class II binding data. (1) The peptide sequence is KLIEKINAGFKAALAAAAGV. The MHC is HLA-DQA10501-DQB10201 with pseudo-sequence HLA-DQA10501-DQB10201. The binding affinity (normalized) is 0.431. (2) The peptide sequence is PYLGYCALLPLLTEE. The MHC is H-2-IAd with pseudo-sequence H-2-IAd. The binding affinity (normalized) is 0.434.